The task is: Regression. Given two drug SMILES strings and cell line genomic features, predict the synergy score measuring deviation from expected non-interaction effect.. This data is from Merck oncology drug combination screen with 23,052 pairs across 39 cell lines. (1) Drug 1: N#Cc1ccc(Cn2cncc2CN2CCN(c3cccc(Cl)c3)C(=O)C2)cc1. Drug 2: CCC1(O)C(=O)OCc2c1cc1n(c2=O)Cc2cc3c(CN(C)C)c(O)ccc3nc2-1. Cell line: OVCAR3. Synergy scores: synergy=3.00. (2) Drug 1: CS(=O)(=O)CCNCc1ccc(-c2ccc3ncnc(Nc4ccc(OCc5cccc(F)c5)c(Cl)c4)c3c2)o1. Drug 2: CNC(=O)c1cc(Oc2ccc(NC(=O)Nc3ccc(Cl)c(C(F)(F)F)c3)cc2)ccn1. Cell line: UACC62. Synergy scores: synergy=20.1. (3) Drug 1: NC(=O)c1cccc2cn(-c3ccc(C4CCCNC4)cc3)nc12. Drug 2: CC(C)CC(NC(=O)C(Cc1ccccc1)NC(=O)c1cnccn1)B(O)O. Cell line: HCT116. Synergy scores: synergy=1.87. (4) Drug 1: CN(C)C(=N)N=C(N)N. Drug 2: O=C(CCCCCCC(=O)Nc1ccccc1)NO. Cell line: NCIH520. Synergy scores: synergy=2.99. (5) Drug 1: NC(=O)c1cccc2cn(-c3ccc(C4CCCNC4)cc3)nc12. Drug 2: NC1(c2ccc(-c3nc4ccn5c(=O)[nH]nc5c4cc3-c3ccccc3)cc2)CCC1. Cell line: NCIH460. Synergy scores: synergy=34.1.